Predict the reactants needed to synthesize the given product. From a dataset of Full USPTO retrosynthesis dataset with 1.9M reactions from patents (1976-2016). Given the product [Cl:13][C:14]1[S:18][C:17]([C:19]([NH:21][C:22]2[CH:30]=[CH:29][CH:28]=[C:27]3[C:23]=2[C:24](=[O:32])[N:25]([CH2:34][C:35]2[CH:36]=[C:37]([CH:47]=[CH:48][CH:49]=2)[CH2:38][NH:39][C:40](=[O:46])[O:41][C:42]([CH3:45])([CH3:43])[CH3:44])[C:26]3=[O:31])=[O:20])=[CH:16][CH:15]=1, predict the reactants needed to synthesize it. The reactants are: N(C(OCC)=O)=NC(OCC)=O.[Cl:13][C:14]1[S:18][C:17]([C:19]([NH:21][C:22]2[CH:30]=[CH:29][CH:28]=[C:27]3[C:23]=2[C:24](=[O:32])[NH:25][C:26]3=[O:31])=[O:20])=[CH:16][CH:15]=1.O[CH2:34][C:35]1[CH:36]=[C:37]([CH:47]=[CH:48][CH:49]=1)[CH2:38][NH:39][C:40](=[O:46])[O:41][C:42]([CH3:45])([CH3:44])[CH3:43].C1(P(C2C=CC=CC=2)C2C=CC=CC=2)C=CC=CC=1.